Dataset: Forward reaction prediction with 1.9M reactions from USPTO patents (1976-2016). Task: Predict the product of the given reaction. (1) Given the reactants [N:1]1([C:7]2[CH:14]=[CH:13][C:10]([CH:11]=O)=[CH:9][CH:8]=2)[CH2:6][CH2:5][CH2:4][CH2:3][CH2:2]1.C([O-])(=O)C.[NH4+].[N+:20]([CH3:23])([O-:22])=[O:21], predict the reaction product. The product is: [N+:20](/[CH:23]=[CH:11]/[C:10]1[CH:13]=[CH:14][C:7]([N:1]2[CH2:6][CH2:5][CH2:4][CH2:3][CH2:2]2)=[CH:8][CH:9]=1)([O-:22])=[O:21]. (2) The product is: [Cl:15][C:12]1[CH:13]=[CH:14][C:9]([NH:8][C:6](=[O:7])[C:5]2[CH:26]=[CH:27][C:2]([N:35]3[CH2:40][CH2:39][NH:38][CH2:37][CH2:36]3)=[N:3][CH:4]=2)=[CH:10][C:11]=1[NH:16][C:17](=[O:25])[C:18]1[CH:23]=[CH:22][C:21]([F:24])=[CH:20][CH:19]=1. Given the reactants Cl[C:2]1[CH:27]=[CH:26][C:5]([C:6]([NH:8][C:9]2[CH:14]=[CH:13][C:12]([Cl:15])=[C:11]([NH:16][C:17](=[O:25])[C:18]3[CH:23]=[CH:22][C:21]([F:24])=[CH:20][CH:19]=3)[CH:10]=2)=[O:7])=[CH:4][N:3]=1.C([N:35]1[CH2:40][CH2:39][NH:38][CH2:37][CH2:36]1)(OC(C)(C)C)=O.C(O)(C(F)(F)F)=O, predict the reaction product. (3) Given the reactants FC(F)(F)S([O:6][CH2:7][C:8]([F:11])([F:10])[F:9])(=O)=O.[NH2:14][C:15](=[N:21]O)[C:16](=[N:19]O)[C:17]#[N:18].[C:23](=[O:26])([O-])[O-].[K+].[K+].[H-].[Na+], predict the reaction product. The product is: [NH2:14][C:15](=[N:21][O:6][CH2:7][C:8]([F:9])([F:10])[F:11])[C:16](=[N:19][O:26][CH2:23][C:8]([F:11])([F:10])[F:9])[C:17]#[N:18]. (4) Given the reactants C1([Se]Cl)C=CC=CC=1.C(Cl)Cl.[OH:12][C:13]1[CH:14]=[CH:15][C:16]2[C:17](=[O:40])[C@H:18]3[C:35]4[C:30](=[CH:31][C:32]([O:38][CH3:39])=[C:33]([O:36][CH3:37])[CH:34]=4)[O:29][CH2:28][C@H:19]3[O:20][C:21]=2[C:22]=1[CH2:23][CH:24]=[C:25]([CH3:27])[CH3:26].CCOC(C)=O, predict the reaction product. The product is: [CH3:26][C:25]1([CH3:27])[O:12][C:13]2[CH:14]=[CH:15][C:16]3[C:17](=[O:40])[C@@H:18]4[C@@H:19]([CH2:28][O:29][C:30]5[C:35]4=[CH:34][C:33]([O:36][CH3:37])=[C:32]([O:38][CH3:39])[CH:31]=5)[O:20][C:21]=3[C:22]=2[CH:23]=[CH:24]1.